Dataset: Catalyst prediction with 721,799 reactions and 888 catalyst types from USPTO. Task: Predict which catalyst facilitates the given reaction. (1) Reactant: [C:1]([O:4][CH2:5][CH2:6][O:7][C:8]1[CH:13]=[CH:12][C:11]([C:14]([N:16]2[C:22]3[CH:23]=[CH:24][CH:25]=[CH:26][C:21]=3[CH2:20][N:19]([CH2:27][C:28](=[O:34])[NH:29][CH:30]([CH3:33])[CH2:31]O)[C:18](=[O:35])[CH2:17]2)=[O:15])=[C:10]([Cl:36])[CH:9]=1)(=[O:3])[CH3:2].C(N(C(C)C)CC)(C)C.CS(Cl)(=O)=O.[OH-].[Na+]. Product: [C:1]([O:4][CH2:5][CH2:6][O:7][C:8]1[CH:13]=[CH:12][C:11]([C:14]([N:16]2[C:22]3[CH:23]=[CH:24][CH:25]=[CH:26][C:21]=3[CH2:20][N:19]([CH2:27][C:28]3[O:34][CH2:33][CH:30]([CH3:31])[N:29]=3)[C:18](=[O:35])[CH2:17]2)=[O:15])=[C:10]([Cl:36])[CH:9]=1)(=[O:3])[CH3:2]. The catalyst class is: 670. (2) Reactant: Br[C:2]1[CH:3]=[N:4][C:5]([C:8]([F:11])([F:10])[F:9])=[N:6][CH:7]=1.[C:12]([O:16][CH3:17])(=[O:15])[CH:13]=[CH2:14].C1(C)C=CC=CC=1P(C1C=CC=CC=1C)C1C=CC=CC=1C.O. Product: [F:9][C:8]([F:11])([F:10])[C:5]1[N:4]=[CH:3][C:2](/[CH:14]=[CH:13]/[C:12]([O:16][CH3:17])=[O:15])=[CH:7][N:6]=1. The catalyst class is: 416. (3) Reactant: [F:1][CH:2]1[C:8](=[O:9])[CH2:7][CH2:6][CH2:5][N:4]([C:10]([O:12][C:13]([CH3:16])([CH3:15])[CH3:14])=[O:11])[CH2:3]1.[BH4-].[Na+]. Product: [F:1][CH:2]1[CH:8]([OH:9])[CH2:7][CH2:6][CH2:5][N:4]([C:10]([O:12][C:13]([CH3:16])([CH3:15])[CH3:14])=[O:11])[CH2:3]1. The catalyst class is: 5.